This data is from Forward reaction prediction with 1.9M reactions from USPTO patents (1976-2016). The task is: Predict the product of the given reaction. Given the reactants [CH3:1][O:2][C:3](=[O:59])[NH:4][C@@H:5]1[CH:13]2[C:14](=[O:57])[CH2:15][C@H:16]([C:18](=O)[NH:19][CH2:20][C:21]([C:23]3[CH:28]=[CH:27][C:26]([C:29]4[CH:34]=[CH:33][C:32]([C:35]5[NH:36][C:37]([C@H:40]6[CH2:44][CH2:43][CH2:42][N:41]6[C:45](=[O:55])[C@H:46]([NH:50][C:51]([O:53][CH3:54])=[O:52])[CH:47]([CH3:49])[CH3:48])=[N:38][CH:39]=5)=[CH:31][CH:30]=4)=[CH:25][CH:24]=3)=O)[CH2:17][N:11]3[C:12]2=[C:8]([CH:9]=[C:10]3[Br:58])[CH2:7][CH2:6]1.C([O-])(=O)C.[NH4+:64].C1(C)C(C)=CC=CC=1, predict the reaction product. The product is: [CH3:1][O:2][C:3](=[O:59])[NH:4][C@@H:5]1[CH:13]2[C:14](=[O:57])[CH2:15][C@H:16]([C:18]3[NH:64][C:21]([C:23]4[CH:24]=[CH:25][C:26]([C:29]5[CH:34]=[CH:33][C:32]([C:35]6[NH:36][C:37]([C@H:40]7[CH2:44][CH2:43][CH2:42][N:41]7[C:45](=[O:55])[C@H:46]([NH:50][C:51]([O:53][CH3:54])=[O:52])[CH:47]([CH3:48])[CH3:49])=[N:38][CH:39]=6)=[CH:31][CH:30]=5)=[CH:27][CH:28]=4)=[CH:20][N:19]=3)[CH2:17][N:11]3[C:12]2=[C:8]([CH:9]=[C:10]3[Br:58])[CH2:7][CH2:6]1.